Dataset: NCI-60 drug combinations with 297,098 pairs across 59 cell lines. Task: Regression. Given two drug SMILES strings and cell line genomic features, predict the synergy score measuring deviation from expected non-interaction effect. Drug 1: CC1=C(C=C(C=C1)NC2=NC=CC(=N2)N(C)C3=CC4=NN(C(=C4C=C3)C)C)S(=O)(=O)N.Cl. Drug 2: CC=C1C(=O)NC(C(=O)OC2CC(=O)NC(C(=O)NC(CSSCCC=C2)C(=O)N1)C(C)C)C(C)C. Cell line: OVCAR-4. Synergy scores: CSS=28.0, Synergy_ZIP=-9.74, Synergy_Bliss=-3.09, Synergy_Loewe=-50.9, Synergy_HSA=-2.05.